Dataset: Reaction yield outcomes from USPTO patents with 853,638 reactions. Task: Predict the reaction yield, written as a fraction of the theoretical maximum amount of product (1.0 means a 100% yield; for example, 0.34 means a 34% yield). (1) The reactants are [CH3:1][CH:2]([CH3:21])[CH2:3][C@@H:4]([CH2:9]C(=O)N[C@H](C1C=CC=CC=1)C)[CH2:5][C:6]([OH:8])=[O:7].C([N:24](CC)CC)C.ClC(OC)=O.[N-]=[N+]=[N-].[Na+].Cl.C1(O)C=CC=CC=1.[Cl-].[Na+].[OH-].[Na+]. The catalyst is CC(C)=O. The product is [CH3:1][CH:2]([CH2:3][C@H:4]([CH2:9][NH2:24])[CH2:5][C:6]([OH:8])=[O:7])[CH3:21]. The yield is 0.670. (2) The reactants are [CH3:1][N:2]([CH3:6])[CH2:3][CH2:4][OH:5].C[Si]([N-][Si](C)(C)C)(C)C.[Na+].Cl[C:18]1[CH:23]=[CH:22][C:21]([N+:24]([O-:26])=[O:25])=[CH:20][N:19]=1. The catalyst is CN(C=O)C.O.CCOC(C)=O. The product is [N+:24]([C:21]1[CH:22]=[CH:23][C:18]([O:5][CH2:4][CH2:3][N:2]([CH3:6])[CH3:1])=[N:19][CH:20]=1)([O-:26])=[O:25]. The yield is 0.440. (3) The catalyst is ClCCl. The product is [CH3:23][S:24]([O:1][CH2:2][C@@H:3]([NH:8][C:9]([O:10][C:11]([CH3:13])([CH3:12])[CH3:14])=[O:15])[CH2:4][CH:5]([CH3:7])[CH3:6])(=[O:26])=[O:25]. The yield is 0.780. The reactants are [OH:1][CH2:2][C@@H:3]([NH:8][C:9](=[O:15])[O:10][C:11]([CH3:14])([CH3:13])[CH3:12])[CH2:4][CH:5]([CH3:7])[CH3:6].C(N(CC)CC)C.[CH3:23][S:24](Cl)(=[O:26])=[O:25]. (4) The reactants are [CH2:1]([O:3][C:4]([C:6]1[N:10]([CH3:11])[N:9]=[C:8]([CH:12]2[CH2:14][CH2:13]2)[CH:7]=1)=[O:5])[CH3:2].[N+]([O-])([O-])=O.[Ce+4].[NH4+].[N+]([O-])([O-])=O.[N+]([O-])([O-])=O.[N+]([O-])([O-])=O.[N+]([O-])([O-])=O.[I:37]I. The catalyst is C(#N)C.O.C(OCC)(=O)C. The product is [CH2:1]([O:3][C:4]([C:6]1[N:10]([CH3:11])[N:9]=[C:8]([CH:12]2[CH2:13][CH2:14]2)[C:7]=1[I:37])=[O:5])[CH3:2]. The yield is 0.660. (5) The reactants are [CH2:1]([O:8][C:9]1[CH:29]=[CH:28][C:12]2[N:13]([CH2:16][C:17]3[CH:27]=[CH:26][C:20]4[N:21]=[C:22]([S:24][CH3:25])[S:23][C:19]=4[CH:18]=3)[CH:14]=[N:15][C:11]=2[CH:10]=1)[C:2]1[CH:7]=[CH:6][CH:5]=[CH:4][CH:3]=1.ClC1C=CC=C(C(OO)=[O:38])C=1. The catalyst is C(Cl)Cl. The product is [CH2:1]([O:8][C:9]1[CH:29]=[CH:28][C:12]2[N:13]([CH2:16][C:17]3[CH:27]=[CH:26][C:20]4[N:21]=[C:22]([S:24]([CH3:25])=[O:38])[S:23][C:19]=4[CH:18]=3)[CH:14]=[N:15][C:11]=2[CH:10]=1)[C:2]1[CH:3]=[CH:4][CH:5]=[CH:6][CH:7]=1. The yield is 0.960. (6) The reactants are CN(C(ON1N=NC2C=CC=CC1=2)=[N+](C)C)C.[B-](F)(F)(F)F.[F:23][C:24]1[CH:25]=[C:26]([N:31]([CH3:54])[CH:32]([C:34]2[CH:35]=[C:36]([C:51](O)=[O:52])[CH:37]=[C:38]3[C:43]=2[O:42][C:41]([N:44]2[CH2:49][CH2:48][O:47][CH2:46][CH2:45]2)=[CH:40][C:39]3=[O:50])[CH3:33])[CH:27]=[C:28]([F:30])[CH:29]=1.C(N(C(C)C)C(C)C)C.[CH3:64][NH:65][CH2:66][CH2:67][OH:68]. The catalyst is CN(C=O)C. The product is [F:30][C:28]1[CH:27]=[C:26]([N:31]([CH3:54])[CH:32]([C:34]2[CH:35]=[C:36]([C:51]([N:65]([CH2:66][CH2:67][OH:68])[CH3:64])=[O:52])[CH:37]=[C:38]3[C:43]=2[O:42][C:41]([N:44]2[CH2:45][CH2:46][O:47][CH2:48][CH2:49]2)=[CH:40][C:39]3=[O:50])[CH3:33])[CH:25]=[C:24]([F:23])[CH:29]=1. The yield is 0.640.